This data is from Full USPTO retrosynthesis dataset with 1.9M reactions from patents (1976-2016). The task is: Predict the reactants needed to synthesize the given product. Given the product [O:1]([CH2:2][CH2:3][CH2:4][C:5]1[C:13]2[C:8](=[CH:9][CH:10]=[CH:11][CH:12]=2)[NH:7][CH:6]=1)[Si:23]([C:20]([CH3:22])([CH3:21])[CH3:19])([CH3:25])[CH3:24], predict the reactants needed to synthesize it. The reactants are: [OH:1][CH2:2][CH2:3][CH2:4][C:5]1[C:13]2[C:8](=[CH:9][CH:10]=[CH:11][CH:12]=2)[NH:7][CH:6]=1.N1C=CN=C1.[CH3:19][C:20]([Si:23](Cl)([CH3:25])[CH3:24])([CH3:22])[CH3:21].C([O-])(O)=O.[Na+].